From a dataset of Full USPTO retrosynthesis dataset with 1.9M reactions from patents (1976-2016). Predict the reactants needed to synthesize the given product. Given the product [C:57]([O:61][C:62]([N:64]1[CH2:69][CH2:68][CH:67]([O:54][C:50]2[C:49]([F:55])=[CH:48][C:47]([C:43](=[O:74])[CH2:44][CH2:45][C:23]([O:22][CH2:21][CH3:20])=[O:24])=[CH:52][C:51]=2[F:53])[CH2:66][CH2:65]1)=[O:63])([CH3:60])([CH3:59])[CH3:58], predict the reactants needed to synthesize it. The reactants are: C1(P(C2C=CC=CC=2)C2C=CC=CC=2)C=CC=CC=1.[CH3:20][CH2:21][O:22][C:23](/N=N/[C:23]([O:22][CH2:21][CH3:20])=[O:24])=[O:24].C1(C)C=CC=CC=1.C(OC(=O)[CH:43]([C:47]1[CH:52]=[C:51]([F:53])[C:50]([OH:54])=[C:49]([F:55])[CH:48]=1)[CH2:44][CH:45]=O)C.[C:57]([O:61][C:62]([N:64]1[CH2:69][CH2:68][CH:67](O)[CH2:66][CH2:65]1)=[O:63])([CH3:60])([CH3:59])[CH3:58].C1C[O:74]CC1.